Dataset: Catalyst prediction with 721,799 reactions and 888 catalyst types from USPTO. Task: Predict which catalyst facilitates the given reaction. (1) Reactant: [CH2:1]([N:6]1[C:10](=[O:11])[CH:9]([CH2:12][C:13]([OH:15])=[O:14])[S:8][CH:7]1[C:16]1[CH:21]=[CH:20][CH:19]=[CH:18][CH:17]=1)[CH2:2][CH:3]([CH3:5])[CH3:4].[CH3:22][CH2:23]O. Product: [CH2:1]([N:6]1[C:10](=[O:11])[CH:9]([CH2:12][C:13]([O:15][CH2:22][CH3:23])=[O:14])[S:8][CH:7]1[C:16]1[CH:21]=[CH:20][CH:19]=[CH:18][CH:17]=1)[CH2:2][CH:3]([CH3:5])[CH3:4]. The catalyst class is: 82. (2) Reactant: [C:1]1([S:7]([NH:10][C:11]2[CH:17]=[CH:16][C:15]([Cl:18])=[CH:14][C:12]=2[NH2:13])(=[O:9])=[O:8])[CH:6]=[CH:5][CH:4]=[CH:3][CH:2]=1.N1C=CC=CC=1.[CH3:25][O:26][C:27]([C:29]1[CH:37]=[CH:36][C:32]([C:33](Cl)=[O:34])=[CH:31][CH:30]=1)=[O:28].O. Product: [C:1]1([S:7]([NH:10][C:11]2[CH:17]=[CH:16][C:15]([Cl:18])=[CH:14][C:12]=2[NH:13][C:33]([C:32]2[CH:36]=[CH:37][C:29]([C:27]([O:26][CH3:25])=[O:28])=[CH:30][CH:31]=2)=[O:34])(=[O:8])=[O:9])[CH:2]=[CH:3][CH:4]=[CH:5][CH:6]=1. The catalyst class is: 2. (3) Reactant: C([O:4][C@@H:5]1[C@@H:13]([C@@:14]2([CH3:29])[CH2:19][CH2:18][C@H:17]([O:20]C(=O)C)[CH2:16][C@@H:15]2[CH2:24][CH2:25][C:26]([NH2:28])=[O:27])[CH2:12][CH2:11][C@@:10]2([CH3:30])[C@H:6]1[CH2:7][CH2:8][C:9]2=[CH2:31])(=O)C.C[O-].[Na+]. The catalyst class is: 5. Product: [OH:20][C@@H:17]1[CH2:16][C@H:15]([CH2:24][CH2:25][C:26]([NH2:28])=[O:27])[C@:14]([C@H:13]2[CH2:12][CH2:11][C@@:10]3([CH3:30])[C@@H:6]([CH2:7][CH2:8][C:9]3=[CH2:31])[C@@H:5]2[OH:4])([CH3:29])[CH2:19][CH2:18]1.